From a dataset of Full USPTO retrosynthesis dataset with 1.9M reactions from patents (1976-2016). Predict the reactants needed to synthesize the given product. (1) Given the product [CH3:21][C:20]([OH:32])([C:22]([CH3:31])([CH3:30])[CH2:23][CH2:24][C:25]1[S:26][C:27]([C:2]2[CH:7]=[CH:6][N:5]=[C:4]([NH:8][CH:9]3[CH2:14][C:13]([CH3:16])([CH3:15])[NH:12][C:11]([CH3:18])([CH3:17])[CH2:10]3)[N:3]=2)=[CH:28][CH:29]=1)[CH3:19], predict the reactants needed to synthesize it. The reactants are: Cl[C:2]1[CH:7]=[CH:6][N:5]=[C:4]([NH:8][CH:9]2[CH2:14][C:13]([CH3:16])([CH3:15])[NH:12][C:11]([CH3:18])([CH3:17])[CH2:10]2)[N:3]=1.[CH3:19][C:20]([OH:32])([C:22]([CH3:31])([CH3:30])[CH2:23][CH2:24][C:25]1[S:26][CH:27]=[CH:28][CH:29]=1)[CH3:21]. (2) Given the product [F:22][C:21]([F:24])([F:23])[C:17]1[CH:16]=[C:15]([S:12]([CH:9]2[CH2:10][CH2:11][CH:6]([N:28]3[CH2:29][CH2:30][NH:25][C:26](=[O:31])[CH2:27]3)[CH2:7][CH2:8]2)(=[O:14])=[O:13])[CH:20]=[CH:19][CH:18]=1, predict the reactants needed to synthesize it. The reactants are: CS(O[CH:6]1[CH2:11][CH2:10][CH:9]([S:12]([C:15]2[CH:20]=[CH:19][CH:18]=[C:17]([C:21]([F:24])([F:23])[F:22])[CH:16]=2)(=[O:14])=[O:13])[CH2:8][CH2:7]1)(=O)=O.[NH:25]1[CH2:30][CH2:29][NH:28][CH2:27][C:26]1=[O:31].